This data is from NCI-60 drug combinations with 297,098 pairs across 59 cell lines. The task is: Regression. Given two drug SMILES strings and cell line genomic features, predict the synergy score measuring deviation from expected non-interaction effect. (1) Drug 1: CC12CCC3C(C1CCC2=O)CC(=C)C4=CC(=O)C=CC34C. Drug 2: CC(C)CN1C=NC2=C1C3=CC=CC=C3N=C2N. Cell line: SF-295. Synergy scores: CSS=41.6, Synergy_ZIP=-0.375, Synergy_Bliss=-1.37, Synergy_Loewe=-1.68, Synergy_HSA=-1.07. (2) Drug 1: CC1OCC2C(O1)C(C(C(O2)OC3C4COC(=O)C4C(C5=CC6=C(C=C35)OCO6)C7=CC(=C(C(=C7)OC)O)OC)O)O. Drug 2: CC12CCC3C(C1CCC2OP(=O)(O)O)CCC4=C3C=CC(=C4)OC(=O)N(CCCl)CCCl.[Na+]. Cell line: DU-145. Synergy scores: CSS=33.9, Synergy_ZIP=0.965, Synergy_Bliss=1.92, Synergy_Loewe=-20.5, Synergy_HSA=2.03. (3) Drug 1: C1CNP(=O)(OC1)N(CCCl)CCCl. Drug 2: C1CCC(C(C1)N)N.C(=O)(C(=O)[O-])[O-].[Pt+4]. Cell line: A498. Synergy scores: CSS=4.59, Synergy_ZIP=-9.23, Synergy_Bliss=-10.5, Synergy_Loewe=-25.8, Synergy_HSA=-10.6. (4) Cell line: 786-0. Drug 2: C1CC(=O)NC(=O)C1N2C(=O)C3=CC=CC=C3C2=O. Synergy scores: CSS=20.9, Synergy_ZIP=-3.63, Synergy_Bliss=4.27, Synergy_Loewe=-4.49, Synergy_HSA=2.50. Drug 1: C1=CN(C(=O)N=C1N)C2C(C(C(O2)CO)O)O.Cl. (5) Drug 1: COC1=C(C=C2C(=C1)N=CN=C2NC3=CC(=C(C=C3)F)Cl)OCCCN4CCOCC4. Drug 2: C(=O)(N)NO. Cell line: OVCAR-5. Synergy scores: CSS=58.7, Synergy_ZIP=3.40, Synergy_Bliss=6.38, Synergy_Loewe=-40.8, Synergy_HSA=5.51.